This data is from Forward reaction prediction with 1.9M reactions from USPTO patents (1976-2016). The task is: Predict the product of the given reaction. Given the reactants [I:1][C:2]1[CH:11]=[CH:10][CH:9]=[C:8]2[C:3]=1[CH2:4][CH2:5][NH:6]/[C:7]/2=[CH:12]\[C:13]([O:15][CH2:16][CH3:17])=[O:14].CC(O)=O.[BH3-]C#N.[Na+].C([O-])(O)=O.[Na+], predict the reaction product. The product is: [I:1][C:2]1[CH:11]=[CH:10][CH:9]=[C:8]2[C:3]=1[CH2:4][CH2:5][NH:6][CH:7]2[CH2:12][C:13]([O:15][CH2:16][CH3:17])=[O:14].